From a dataset of Reaction yield outcomes from USPTO patents with 853,638 reactions. Predict the reaction yield, written as a fraction of the theoretical maximum amount of product (1.0 means a 100% yield; for example, 0.34 means a 34% yield). The product is [CH3:1][O:2][C:3]1[CH:4]=[C:5]([C:19]2[CH:20]=[C:21]3[C:27]([C:28]4[CH:33]=[CH:32][CH:31]=[CH:30][C:29]=4[O:34][CH3:35])=[CH:26][NH:25][C:22]3=[N:23][CH:24]=2)[CH:6]=[CH:7][C:8]=1[OH:9]. The reactants are [CH3:1][O:2][C:3]1[CH:4]=[C:5]([C:19]2[CH:20]=[C:21]3[C:27]([C:28]4[CH:33]=[CH:32][CH:31]=[CH:30][C:29]=4[O:34][CH3:35])=[CH:26][NH:25][C:22]3=[N:23][CH:24]=2)[CH:6]=[CH:7][C:8]=1[O:9]CC1C=CC(OC)=CC=1.C1(S)C=CC=CC=1.FC(F)(F)C(O)=O.C(=O)(O)[O-].[Na+]. The yield is 0.860. The catalyst is C(OCC)(=O)C.C(Cl)Cl.